The task is: Predict the product of the given reaction.. This data is from Forward reaction prediction with 1.9M reactions from USPTO patents (1976-2016). Given the reactants C(N(CC)CC)C.[C:8]([O:17]CC)(=O)[C:9]#[C:10][C:11]([O:13][CH2:14][CH3:15])=[O:12].Cl.[CH:21](=[NH:23])[NH2:22], predict the reaction product. The product is: [OH:17][C:8]1[N:23]=[CH:21][N:22]=[C:10]([C:11]([O:13][CH2:14][CH3:15])=[O:12])[CH:9]=1.